Dataset: Full USPTO retrosynthesis dataset with 1.9M reactions from patents (1976-2016). Task: Predict the reactants needed to synthesize the given product. (1) Given the product [Cl:1][C:2]1[CH:3]=[C:4]([NH:10][C:11]2[N:19]=[CH:18][CH:17]=[CH:16][C:12]=2[C:13]([NH:21][C:22]([CH3:27])([CH2:25][CH3:26])[C:23]#[CH:24])=[O:15])[CH:5]=[CH:6][C:7]=1[O:8][CH3:9], predict the reactants needed to synthesize it. The reactants are: [Cl:1][C:2]1[CH:3]=[C:4]([NH:10][C:11]2[N:19]=[CH:18][CH:17]=[CH:16][C:12]=2[C:13]([OH:15])=O)[CH:5]=[CH:6][C:7]=1[O:8][CH3:9].Cl.[NH2:21][C:22]([CH3:27])([CH2:25][CH3:26])[C:23]#[CH:24].C1C=CC2N(O)N=NC=2C=1.CCN=C=NCCCN(C)C.CCN(C(C)C)C(C)C. (2) The reactants are: N1(O[P+](N(C)C)(N(C)C)N(C)C)C2C=CC=CC=2N=N1.F[P-](F)(F)(F)(F)F.[Cl:28][C:29]1[CH:34]=[CH:33][C:32]([C:35]2[N:39]([C:40]3[CH:45]=[CH:44][C:43]([Cl:46])=[CH:42][C:41]=3[Cl:47])[N:38]=[C:37]([C:48]([OH:50])=O)[C:36]=2[CH3:51])=[CH:31][CH:30]=1.[NH2:52][CH:53]1[CH2:58][CH2:57][N:56]([C:59]([O:61][C:62]([CH3:65])([CH3:64])[CH3:63])=[O:60])[CH2:55][CH2:54]1.C(N(CC)CC)C. Given the product [Cl:28][C:29]1[CH:30]=[CH:31][C:32]([C:35]2[N:39]([C:40]3[CH:45]=[CH:44][C:43]([Cl:46])=[CH:42][C:41]=3[Cl:47])[N:38]=[C:37]([C:48]([NH:52][CH:53]3[CH2:54][CH2:55][N:56]([C:59]([O:61][C:62]([CH3:65])([CH3:64])[CH3:63])=[O:60])[CH2:57][CH2:58]3)=[O:50])[C:36]=2[CH3:51])=[CH:33][CH:34]=1, predict the reactants needed to synthesize it. (3) Given the product [CH3:23][N:19]1[C:18]2[CH2:17][CH2:16][CH:15]([CH:24]3[CH2:25][CH2:26][O:27][CH2:28][CH2:29]3)[CH2:14][C:13]=2[C:12]2[C:20]1=[CH:21][CH:22]=[C:10]([C:8]([N:4]1[CH2:5][CH2:6][CH2:7][CH:2]([NH:1][C:30](=[O:33])[CH2:31][CH3:32])[CH2:3]1)=[O:9])[CH:11]=2, predict the reactants needed to synthesize it. The reactants are: [NH2:1][CH:2]1[CH2:7][CH2:6][CH2:5][N:4]([C:8]([C:10]2[CH:11]=[C:12]3[C:20](=[CH:21][CH:22]=2)[N:19]([CH3:23])[C:18]2[CH2:17][CH2:16][CH:15]([CH:24]4[CH2:29][CH2:28][O:27][CH2:26][CH2:25]4)[CH2:14][C:13]3=2)=[O:9])[CH2:3]1.[C:30](Cl)(=[O:33])[CH2:31][CH3:32].C(N(CC)CC)C. (4) Given the product [Cl:1][C:2]1[C:7]([C:29]([F:32])([F:31])[F:30])=[CH:6][CH:5]=[CH:4][C:3]=1[CH2:9][NH:10][C:11](=[O:21])[C@@H:12]1[C:16]([CH3:18])([CH3:17])[CH2:15][C:14](=[O:19])[N:13]1[CH3:20], predict the reactants needed to synthesize it. The reactants are: [Cl:1][C:2]1[CH:7]=[C:6](Cl)[CH:5]=[CH:4][C:3]=1[CH2:9][NH:10][C:11](=[O:21])[C@@H:12]1[C:16]([CH3:18])([CH3:17])[CH2:15][C:14](=[O:19])[N:13]1[CH3:20].ClC1C([C:29]([F:32])([F:31])[F:30])=CC=CC=1C[N+]#[C-].